This data is from NCI-60 drug combinations with 297,098 pairs across 59 cell lines. The task is: Regression. Given two drug SMILES strings and cell line genomic features, predict the synergy score measuring deviation from expected non-interaction effect. (1) Drug 1: C1CCC(CC1)NC(=O)N(CCCl)N=O. Drug 2: CC1=C(N=C(N=C1N)C(CC(=O)N)NCC(C(=O)N)N)C(=O)NC(C(C2=CN=CN2)OC3C(C(C(C(O3)CO)O)O)OC4C(C(C(C(O4)CO)O)OC(=O)N)O)C(=O)NC(C)C(C(C)C(=O)NC(C(C)O)C(=O)NCCC5=NC(=CS5)C6=NC(=CS6)C(=O)NCCC[S+](C)C)O. Cell line: CAKI-1. Synergy scores: CSS=47.7, Synergy_ZIP=-11.5, Synergy_Bliss=-4.95, Synergy_Loewe=-0.785, Synergy_HSA=1.23. (2) Drug 1: CCCS(=O)(=O)NC1=C(C(=C(C=C1)F)C(=O)C2=CNC3=C2C=C(C=N3)C4=CC=C(C=C4)Cl)F. Drug 2: CN(C)N=NC1=C(NC=N1)C(=O)N. Cell line: MDA-MB-435. Synergy scores: CSS=30.1, Synergy_ZIP=4.49, Synergy_Bliss=6.72, Synergy_Loewe=-26.2, Synergy_HSA=3.23. (3) Drug 1: C(=O)(N)NO. Drug 2: CC1C(C(CC(O1)OC2CC(CC3=C2C(=C4C(=C3O)C(=O)C5=CC=CC=C5C4=O)O)(C(=O)C)O)N)O. Cell line: K-562. Synergy scores: CSS=19.4, Synergy_ZIP=-0.757, Synergy_Bliss=-2.88, Synergy_Loewe=-23.2, Synergy_HSA=-4.53. (4) Drug 1: CC1=C(C(=CC=C1)Cl)NC(=O)C2=CN=C(S2)NC3=CC(=NC(=N3)C)N4CCN(CC4)CCO. Drug 2: CC1C(C(CC(O1)OC2CC(CC3=C2C(=C4C(=C3O)C(=O)C5=CC=CC=C5C4=O)O)(C(=O)C)O)N)O. Cell line: U251. Synergy scores: CSS=38.3, Synergy_ZIP=1.89, Synergy_Bliss=2.16, Synergy_Loewe=-12.8, Synergy_HSA=1.50. (5) Drug 1: CCN(CC)CCCC(C)NC1=C2C=C(C=CC2=NC3=C1C=CC(=C3)Cl)OC. Drug 2: CCC1(C2=C(COC1=O)C(=O)N3CC4=CC5=C(C=CC(=C5CN(C)C)O)N=C4C3=C2)O.Cl. Cell line: 786-0. Synergy scores: CSS=45.8, Synergy_ZIP=-5.80, Synergy_Bliss=-3.57, Synergy_Loewe=-5.07, Synergy_HSA=-3.68.